From a dataset of Forward reaction prediction with 1.9M reactions from USPTO patents (1976-2016). Predict the product of the given reaction. (1) The product is: [NH2:1][C:2]1[N:7]=[C:6]([C:8]([OH:16])=[O:20])[CH:5]=[C:4]([C:10]2[O:11][CH:12]=[CH:13][CH:14]=2)[N:3]=1. Given the reactants [NH2:1][C:2]1[N:7]=[C:6]([C:8]#N)[CH:5]=[C:4]([C:10]2[O:11][CH:12]=[CH:13][CH:14]=2)[N:3]=1.S(=O)(=O)(O)[OH:16].[OH2:20], predict the reaction product. (2) Given the reactants [N:1]1([CH:7]2[CH2:12][CH2:11][N:10]([C:13]3[O:14][C:15]4[CH:21]=[CH:20][C:19]([C:22](O)=[O:23])=[CH:18][C:16]=4[N:17]=3)[CH2:9][CH2:8]2)[CH2:6][CH2:5][CH2:4][CH2:3][CH2:2]1.Cl.[CH2:26]([NH2:28])[CH3:27].F[P-](F)(F)(F)(F)F.N1(OC(N(C)C)=[N+](C)C)C2N=CC=CC=2N=N1.C(N(CC)CC)C, predict the reaction product. The product is: [N:1]1([CH:7]2[CH2:12][CH2:11][N:10]([C:13]3[O:14][C:15]4[CH:21]=[CH:20][C:19]([C:22]([NH:28][CH2:26][CH3:27])=[O:23])=[CH:18][C:16]=4[N:17]=3)[CH2:9][CH2:8]2)[CH2:6][CH2:5][CH2:4][CH2:3][CH2:2]1. (3) Given the reactants [OH-].[Li+].[OH:3][CH:4]([CH2:26][C:27]1[CH:32]=[CH:31][CH:30]=[C:29]([C:33]([F:36])([F:35])[F:34])[CH:28]=1)/[CH:5]=[CH:6]/[C@H:7]1[CH2:11][CH2:10][S:9](=[O:13])(=[O:12])[N:8]1[CH2:14][CH2:15][CH2:16][C:17]1[S:21][C:20]([C:22]([O:24]C)=[O:23])=[CH:19][CH:18]=1.C(O)(=O)C, predict the reaction product. The product is: [OH:3][CH:4]([CH2:26][C:27]1[CH:32]=[CH:31][CH:30]=[C:29]([C:33]([F:34])([F:35])[F:36])[CH:28]=1)/[CH:5]=[CH:6]/[C@H:7]1[CH2:11][CH2:10][S:9](=[O:12])(=[O:13])[N:8]1[CH2:14][CH2:15][CH2:16][C:17]1[S:21][C:20]([C:22]([OH:24])=[O:23])=[CH:19][CH:18]=1.